From a dataset of Forward reaction prediction with 1.9M reactions from USPTO patents (1976-2016). Predict the product of the given reaction. Given the reactants C[O:2][C:3](=[O:38])[C:4]1[CH:9]=[C:8]([O:10][CH3:11])[CH:7]=[CH:6][C:5]=1[NH:12][C:13]1[N:17]([C:18]2[CH:23]=[CH:22][CH:21]=[CH:20][C:19]=2[O:24][CH2:25][CH3:26])[N:16]=[C:15]([CH3:27])[C:14]=1[C:28]1[CH:29]=[C:30]2[C:35](=[CH:36][CH:37]=1)[N:34]=[CH:33][CH:32]=[N:31]2.[OH-].[Na+].Cl, predict the reaction product. The product is: [N:34]1[C:35]2[C:30](=[CH:29][C:28]([C:14]3[C:15]([CH3:27])=[N:16][N:17]([C:18]4[CH:23]=[CH:22][CH:21]=[CH:20][C:19]=4[O:24][CH2:25][CH3:26])[C:13]=3[NH:12][C:5]3[CH:6]=[CH:7][C:8]([O:10][CH3:11])=[CH:9][C:4]=3[C:3]([OH:38])=[O:2])=[CH:37][CH:36]=2)[N:31]=[CH:32][CH:33]=1.